Dataset: Forward reaction prediction with 1.9M reactions from USPTO patents (1976-2016). Task: Predict the product of the given reaction. (1) Given the reactants [Cl:1][C:2]1[C:3]([NH2:12])=[C:4]([NH:8][CH2:9][CH2:10][CH3:11])[N:5]=[N:6][CH:7]=1.[CH:13](OCC)(OCC)OCC, predict the reaction product. The product is: [Cl:1][C:2]1[C:3]2[N:12]=[CH:13][N:8]([CH2:9][CH2:10][CH3:11])[C:4]=2[N:5]=[N:6][CH:7]=1. (2) The product is: [N:1]1([C:6]([C:8]2[CH:13]=[CH:12][C:11]([C:17]#[N:18])=[CH:10][C:9]=2[CH3:15])=[O:7])[CH2:5][CH:4]=[CH:3][CH2:2]1. Given the reactants [N:1]1([C:6]([C:8]2[CH:13]=[CH:12][C:11](Br)=[CH:10][C:9]=2[CH3:15])=[O:7])[CH2:5][CH:4]=[CH:3][CH2:2]1.[Cu](C#N)[C:17]#[N:18].O.C(OCC)(=O)C, predict the reaction product. (3) Given the reactants [C:1]([C:3]1[CH:4]=[N:5][CH:6]=[CH:7][CH:8]=1)#[N:2].P([O-])([O-])([O-])=[O:10].[K+].[K+].[K+].Cl, predict the reaction product. The product is: [C:1]([NH2:2])(=[O:10])[C:3]1[CH:8]=[CH:7][CH:6]=[N:5][CH:4]=1.